Task: Predict the reaction yield, written as a fraction of the theoretical maximum amount of product (1.0 means a 100% yield; for example, 0.34 means a 34% yield).. Dataset: Reaction yield outcomes from USPTO patents with 853,638 reactions The reactants are Br[C:2]1[CH:19]=[C:18]2[C:5]([CH2:6][CH2:7][C:8]3([C:11]42[N:15]=[C:14]([NH2:16])[C:13]([CH3:17])=[N:12]4)[CH2:10][CH2:9]3)=[CH:4][CH:3]=1.[Cl:20][C:21]1[CH:22]=[C:23](B(O)O)[CH:24]=[N:25][CH:26]=1.C(=O)([O-])[O-].[K+].[K+].O1CCOCC1. The catalyst is C(Cl)Cl.C1C=CC(P(C2C=CC=CC=2)[C-]2C=CC=C2)=CC=1.C1C=CC(P(C2C=CC=CC=2)[C-]2C=CC=C2)=CC=1.Cl[Pd]Cl.[Fe+2]. The product is [Cl:20][C:21]1[CH:22]=[C:23]([C:2]2[CH:19]=[C:18]3[C:5]([CH2:6][CH2:7][C:8]4([C:11]53[N:15]=[C:14]([NH2:16])[C:13]([CH3:17])=[N:12]5)[CH2:9][CH2:10]4)=[CH:4][CH:3]=2)[CH:24]=[N:25][CH:26]=1. The yield is 0.370.